Task: Predict which catalyst facilitates the given reaction.. Dataset: Catalyst prediction with 721,799 reactions and 888 catalyst types from USPTO (1) Reactant: [C:1]12([CH2:11][C:12]([NH:14][C:15]3[C:24]([CH3:25])=[CH:23][CH:22]=[C:21]4[C:16]=3[CH:17]=[CH:18][C:19](Cl)=[N:20]4)=[O:13])[CH2:10][CH:5]3[CH2:6][CH:7]([CH2:9][CH:3]([CH2:4]3)[CH2:2]1)[CH2:8]2.C(=O)([O-])[O-].[K+].[K+].[NH:33]1[CH2:38][CH2:37][CH:36]([NH:39][C:40](=[O:46])[O:41][C:42]([CH3:45])([CH3:44])[CH3:43])[CH2:35][CH2:34]1.O. Product: [C:1]12([CH2:11][C:12]([NH:14][C:15]3[C:24]([CH3:25])=[CH:23][CH:22]=[C:21]4[C:16]=3[CH:17]=[CH:18][C:19]([N:33]3[CH2:34][CH2:35][CH:36]([NH:39][C:40](=[O:46])[O:41][C:42]([CH3:44])([CH3:43])[CH3:45])[CH2:37][CH2:38]3)=[N:20]4)=[O:13])[CH2:10][CH:5]3[CH2:6][CH:7]([CH2:9][CH:3]([CH2:4]3)[CH2:2]1)[CH2:8]2. The catalyst class is: 60. (2) Reactant: C1(S([N:10]2[C:14]3=[N:15][CH:16]=[C:17]([Cl:19])[CH:18]=[C:13]3[C:12]([CH2:20][C:21]3[CH:22]=[CH:23][C:24]([NH:27][CH2:28][C:29]4[C:30]([O:37][CH3:38])=[N:31][C:32]([O:35][CH3:36])=[CH:33][CH:34]=4)=[N:25][CH:26]=3)=[CH:11]2)(=O)=O)C=CC=CC=1.[OH-].[K+].O. Product: [Cl:19][C:17]1[CH:18]=[C:13]2[C:12]([CH2:20][C:21]3[CH:22]=[CH:23][C:24]([NH:27][CH2:28][C:29]4[C:30]([O:37][CH3:38])=[N:31][C:32]([O:35][CH3:36])=[CH:33][CH:34]=4)=[N:25][CH:26]=3)=[CH:11][NH:10][C:14]2=[N:15][CH:16]=1. The catalyst class is: 5. (3) Reactant: [C:1]1([C:36]2[CH:41]=[CH:40][CH:39]=[CH:38][CH:37]=2)[CH:6]=[CH:5][C:4]([C@@:7]23[CH2:26][N:20]([C@H:21]([C:23](O)=[O:24])[CH2:22]2)[C:19](=[O:27])[C@@H:18]([NH:28][C:29]([O:31][C:32]([CH3:35])([CH3:34])[CH3:33])=[O:30])[CH2:17][CH2:16][CH2:15][CH2:14][CH2:13][CH2:12][CH:11]=[CH:10][CH2:9][S:8]3)=[CH:3][CH:2]=1.[NH2:42][C@:43]1([C:48]([NH:50][S:51]([CH:54]2[CH2:56][CH2:55]2)(=[O:53])=[O:52])=[O:49])[CH2:45][C@H:44]1[CH:46]=[CH2:47].CC1C=CC(S(O)(=O)=O)=CC=1.CN(C(ON1N=NC2C=CC=NC1=2)=[N+](C)C)C.F[P-](F)(F)(F)(F)F.C(N(CC)C(C)C)(C)C. Product: [C:1]1([C:36]2[CH:41]=[CH:40][CH:39]=[CH:38][CH:37]=2)[CH:6]=[CH:5][C:4]([C@@:7]23[CH2:26][N:20]([C@H:21]([C:23](=[O:24])[NH:42][C@:43]4([C:48](=[O:49])[NH:50][S:51]([CH:54]5[CH2:56][CH2:55]5)(=[O:53])=[O:52])[CH2:45][C@H:44]4[CH:46]=[CH2:47])[CH2:22]2)[C:19](=[O:27])[C@@H:18]([NH:28][C:29](=[O:30])[O:31][C:32]([CH3:33])([CH3:35])[CH3:34])[CH2:17][CH2:16][CH2:15][CH2:14][CH2:13][CH2:12][CH:11]=[CH:10][CH2:9][S:8]3)=[CH:3][CH:2]=1. The catalyst class is: 91.